Dataset: Forward reaction prediction with 1.9M reactions from USPTO patents (1976-2016). Task: Predict the product of the given reaction. (1) The product is: [NH:6]([C:5]([CH2:4][CH2:12][CH2:11][CH2:10][CH2:9][CH2:22][CH2:27][CH2:26][CH2:25][CH2:24][CH3:23])=[O:20])[C@H:7]([C:16]([NH:1][C@H:2]([C:13]([OH:15])=[O:14])[CH2:3][C:4]1[C:12]2[C:7](=[CH:8][CH:9]=[CH:10][CH:11]=2)[NH:6][CH:5]=1)=[O:17])[CH3:8]. Given the reactants [NH2:1][C@H:2]([C:13]([OH:15])=[O:14])[CH2:3][C:4]1[C:12]2[C:7](=[CH:8][CH:9]=[CH:10][CH:11]=2)[NH:6][CH:5]=1.[CH3:16][O-:17].[Na+].Cl.[OH-:20].[Na+].[CH2:22]1[CH2:27][CH2:26][CH2:25][CH2:24][CH2:23]1, predict the reaction product. (2) Given the reactants [CH2:1]([Li])CCC.[Br:6][C:7]1[CH:14]=[N:13][CH:12]=[CH:11][C:8]=1[CH:9]=O, predict the reaction product. The product is: [Br:6][C:7]1[CH:14]=[N:13][CH:12]=[CH:11][C:8]=1[CH:9]=[CH2:1].